The task is: Predict the reactants needed to synthesize the given product.. This data is from Full USPTO retrosynthesis dataset with 1.9M reactions from patents (1976-2016). (1) The reactants are: [CH3:1][CH:2]([NH:4][CH2:5][CH:6]([OH:19])[CH2:7][O:8][C:9]1[CH:10]=[CH:11][C:12]([CH2:15][CH2:16][O:17][CH3:18])=[CH:13][CH:14]=1)[CH3:3].C(O)(C(O)=O)C(O)C(O)=O.C([O-])(=O)CCCCCCCCCCCCCCCCC.[Mg+2].C([O-])(=O)CCCCCCCCCCCCCCCCC. Given the product [CH3:3][CH:2]([NH:4][CH2:5][CH:6]([OH:19])[CH2:7][O:8][C:9]1[CH:10]=[CH:11][C:12]([CH2:15][CH2:16][O:17][CH3:18])=[CH:13][CH:14]=1)[CH3:1], predict the reactants needed to synthesize it. (2) Given the product [Cl:10][C:11]1[CH:12]=[CH:13][C:14]([CH:17]([C:18]2[O:19][C:20]3[CH:26]=[CH:25][C:24]([CH2:27][C:28]([NH:30][C@H:31]([C:38]4[CH:43]=[CH:42][C:41]([CH3:44])=[CH:40][C:39]=4[CH3:45])[C:32]4[CH:37]=[CH:36][CH:35]=[CH:34][CH:33]=4)=[O:29])=[CH:23][C:21]=3[CH:22]=2)[O:1][C:2]2([C:5]([O:7][CH2:8][CH3:9])=[O:6])[CH2:4][CH2:3]2)=[CH:15][CH:16]=1, predict the reactants needed to synthesize it. The reactants are: [OH:1][C:2]1([C:5]([O:7][CH2:8][CH3:9])=[O:6])[CH2:4][CH2:3]1.[Cl:10][C:11]1[CH:16]=[CH:15][C:14]([CH:17](O)[C:18]2[O:19][C:20]3[CH:26]=[CH:25][C:24]([CH2:27][C:28]([NH:30][C@H:31]([C:38]4[CH:43]=[CH:42][C:41]([CH3:44])=[CH:40][C:39]=4[CH3:45])[C:32]4[CH:37]=[CH:36][CH:35]=[CH:34][CH:33]=4)=[O:29])=[CH:23][C:21]=3[CH:22]=2)=[CH:13][CH:12]=1.C(OCC#N)(C)C. (3) Given the product [Cl:16][C:2]1[C:10]([N+:11]([O-:13])=[O:12])=[CH:9][C:5]([C:6]([OH:8])=[O:7])=[CH:4][N:3]=1, predict the reactants needed to synthesize it. The reactants are: O[C:2]1[C:10]([N+:11]([O-:13])=[O:12])=[CH:9][C:5]([C:6]([OH:8])=[O:7])=[CH:4][N:3]=1.P(Cl)(Cl)([Cl:16])=O. (4) Given the product [C:1]([O:5][C:6](=[O:18])[NH:7][C@@H:8]1[C:16]2[C:11](=[CH:12][CH:13]=[CH:14][CH:15]=2)[CH2:10][C@@H:9]1[O:17][CH3:25])([CH3:4])([CH3:2])[CH3:3], predict the reactants needed to synthesize it. The reactants are: [C:1]([O:5][C:6](=[O:18])[NH:7][C@@H:8]1[C:16]2[C:11](=[CH:12][CH:13]=[CH:14][CH:15]=2)[CH2:10][C@@H:9]1[OH:17])([CH3:4])([CH3:3])[CH3:2].[O-2].[Ba+2].[OH-].[Ba+2].[OH-].I[CH3:25]. (5) Given the product [Br:1]/[CH:2]=[CH:3]\[CH:7]1[CH2:12][CH2:11][CH2:10][CH2:9][CH2:8]1, predict the reactants needed to synthesize it. The reactants are: [Br:1][CH:2]=[CH:3]Br.C([CH:7]1[CH2:12][CH2:11][CH2:10][CH2:9][CH2:8]1)=C. (6) The reactants are: [NH2:1][C:2]([C:4]1[S:8][C:7]([N:9]2[CH2:14][CH2:13][CH:12]([NH:15]C(=O)OC(C)(C)C)[CH2:11][CH2:10]2)=[N:6][CH:5]=1)=[O:3].Cl.[Cl:24]C1C(Cl)=C(C)NC=1C(NC1CCNCC1)=O. Given the product [ClH:24].[NH2:15][CH:12]1[CH2:13][CH2:14][N:9]([C:7]2[S:8][C:4]([C:2]([NH2:1])=[O:3])=[CH:5][N:6]=2)[CH2:10][CH2:11]1, predict the reactants needed to synthesize it. (7) Given the product [NH2:7][CH:8]1[CH2:9][N:10]([CH2:29][C:30]2[CH:35]=[CH:34][CH:33]=[CH:32][CH:31]=2)[CH:11]([C:13]([N:15]2[CH2:16][CH2:17][N:18]([C:21]3[CH:26]=[CH:25][CH:24]=[CH:23][C:22]=3[C:27]#[N:28])[CH2:19][CH2:20]2)=[O:14])[CH2:12]1, predict the reactants needed to synthesize it. The reactants are: C(OC(=O)[NH:7][CH:8]1[CH2:12][CH:11]([C:13]([N:15]2[CH2:20][CH2:19][N:18]([C:21]3[CH:26]=[CH:25][CH:24]=[CH:23][C:22]=3[C:27]#[N:28])[CH2:17][CH2:16]2)=[O:14])[N:10]([CH2:29][C:30]2[CH:35]=[CH:34][CH:33]=[CH:32][CH:31]=2)[CH2:9]1)(C)(C)C.